From a dataset of Forward reaction prediction with 1.9M reactions from USPTO patents (1976-2016). Predict the product of the given reaction. (1) Given the reactants [C:1]([C:3]1[CH:8]=[CH:7][C:6]([CH2:9][CH2:10][C:11](O)=O)=[CH:5][CH:4]=1)#[N:2].[N:14]1[CH:19]=[CH:18][CH:17]=[CH:16][C:15]=1[N:20]([CH2:32][CH2:33][C:34]([O:36][CH2:37][CH3:38])=[O:35])[C:21](=[O:31])[C:22]1[CH:27]=[CH:26][C:25]([NH:28][CH3:29])=[C:24]([NH2:30])[CH:23]=1, predict the reaction product. The product is: [N:14]1[CH:19]=[CH:18][CH:17]=[CH:16][C:15]=1[N:20]([CH2:32][CH2:33][C:34]([O:36][CH2:37][CH3:38])=[O:35])[C:21]([C:22]1[CH:27]=[CH:26][C:25]2[N:28]([CH3:29])[C:11]([CH2:10][CH2:9][C:6]3[CH:5]=[CH:4][C:3]([C:1]#[N:2])=[CH:8][CH:7]=3)=[N:30][C:24]=2[CH:23]=1)=[O:31]. (2) Given the reactants [NH:1]([C:3]1[N:8]=[CH:7][N:6]=[C:5]2[N:9]([C:12]3[CH:17]=[CH:16][CH:15]=[CH:14][CH:13]=3)[N:10]=[CH:11][C:4]=12)[NH2:2].[OH:18][C:19]1[CH:20]=[C:21]([CH:24]=[CH:25][CH:26]=1)[CH:22]=O.C1(N2C3=NC=NC(NN=CC4C=CN=CC=4)=C3C=N2)C=CC=CC=1, predict the reaction product. The product is: [C:12]1([N:9]2[C:5]3=[N:6][CH:7]=[N:8][C:3]([NH:1][N:2]=[CH:22][C:21]4[CH:24]=[CH:25][CH:26]=[C:19]([OH:18])[CH:20]=4)=[C:4]3[CH:11]=[N:10]2)[CH:17]=[CH:16][CH:15]=[CH:14][CH:13]=1. (3) Given the reactants [C:1]([Si:5]([CH3:15])([CH3:14])[O:6][C@H:7]1[CH2:12][CH2:11][C@H:10]([NH2:13])[CH2:9][CH2:8]1)([CH3:4])([CH3:3])[CH3:2].C(N(CC)CC)C.[C:23](Cl)(Cl)=[O:24].Cl, predict the reaction product. The product is: [C:1]([Si:5]([O:6][C@H:7]1[CH2:8][CH2:9][C@H:10]([N:13]=[C:23]=[O:24])[CH2:11][CH2:12]1)([CH3:15])[CH3:14])([CH3:4])([CH3:3])[CH3:2]. (4) Given the reactants Cl.[CH3:2][O:3][C:4]([C:6]1[N:7]([C:20]2[CH:25]=[CH:24][CH:23]=[CH:22][CH:21]=2)[C:8]2[C:13]([C:14](=[O:18])[C:15]=1[CH2:16][NH2:17])=[CH:12][CH:11]=[C:10]([Cl:19])[CH:9]=2)=[O:5].[N:26]1([C:32](Cl)=[O:33])[CH2:31][CH2:30][O:29][CH2:28][CH2:27]1.C(N(CC)C(C)C)(C)C, predict the reaction product. The product is: [CH3:2][O:3][C:4]([C:6]1[N:7]([C:20]2[CH:25]=[CH:24][CH:23]=[CH:22][CH:21]=2)[C:8]2[C:13]([C:14](=[O:18])[C:15]=1[CH2:16][NH:17][C:32]([N:26]1[CH2:31][CH2:30][O:29][CH2:28][CH2:27]1)=[O:33])=[CH:12][CH:11]=[C:10]([Cl:19])[CH:9]=2)=[O:5]. (5) The product is: [CH3:12][CH:8]1[CH2:7][C:6]2[C:10](=[C:2]([C:18]3[CH:19]=[CH:20][C:15]([C:14]([F:25])([F:24])[F:13])=[CH:16][CH:17]=3)[CH:3]=[CH:4][CH:5]=2)[C:9]1=[O:11]. Given the reactants Cl[C:2]1[CH:3]=[CH:4][CH:5]=[C:6]2[C:10]=1[C:9](=[O:11])[CH:8]([CH3:12])[CH2:7]2.[F:13][C:14]([F:25])([F:24])[C:15]1[CH:20]=[CH:19][C:18](B(O)O)=[CH:17][CH:16]=1.C(=O)([O-])[O-].[Na+].[Na+].O, predict the reaction product.